This data is from Peptide-MHC class I binding affinity with 185,985 pairs from IEDB/IMGT. The task is: Regression. Given a peptide amino acid sequence and an MHC pseudo amino acid sequence, predict their binding affinity value. This is MHC class I binding data. (1) The MHC is HLA-A02:01 with pseudo-sequence HLA-A02:01. The peptide sequence is FQGAWAEWPV. The binding affinity (normalized) is 0.885. (2) The peptide sequence is TSNPKTPKY. The binding affinity (normalized) is 0.116. The MHC is HLA-A11:01 with pseudo-sequence HLA-A11:01. (3) The peptide sequence is FSIPLDEEFR. The MHC is Mamu-B8301 with pseudo-sequence Mamu-B8301. The binding affinity (normalized) is 0.859. (4) The peptide sequence is IQTHCEVGY. The MHC is HLA-B15:02 with pseudo-sequence HLA-B15:02. The binding affinity (normalized) is 0.0847. (5) The peptide sequence is IYASRPLDF. The MHC is HLA-C04:01 with pseudo-sequence HLA-C04:01. The binding affinity (normalized) is 0.0847. (6) The peptide sequence is AEMGGHAER. The MHC is HLA-B27:05 with pseudo-sequence HLA-B27:05. The binding affinity (normalized) is 0.0847. (7) The peptide sequence is YANLDDVYSY. The MHC is HLA-A31:01 with pseudo-sequence HLA-A31:01. The binding affinity (normalized) is 0.0375.